From a dataset of Forward reaction prediction with 1.9M reactions from USPTO patents (1976-2016). Predict the product of the given reaction. (1) Given the reactants Br[C:2]1[CH:3]=[C:4]([CH:7]=[CH:8][CH:9]=1)[CH:5]=[O:6].[C:10]([C:12]1[CH:13]=[C:14](B(O)O)[CH:15]=[CH:16][CH:17]=1)#[N:11], predict the reaction product. The product is: [CH:5]([C:4]1[CH:3]=[C:2]([C:16]2[CH:15]=[CH:14][CH:13]=[C:12]([C:10]#[N:11])[CH:17]=2)[CH:9]=[CH:8][CH:7]=1)=[O:6]. (2) Given the reactants [NH:1]1[C:9]2[C:4](=[CH:5][CH:6]=[CH:7][CH:8]=2)[C:3]([NH2:10])=[N:2]1.[C:11]1(=O)[O:16][C:14](=[O:15])[C:13]2=[CH:17][CH:18]=[CH:19][CH:20]=[C:12]12, predict the reaction product. The product is: [NH:1]1[C:9]2[C:4](=[CH:5][CH:6]=[CH:7][CH:8]=2)[C:3]([N:10]2[C:14](=[O:15])[C:13]3[C:12](=[CH:20][CH:19]=[CH:18][CH:17]=3)[C:11]2=[O:16])=[N:2]1. (3) Given the reactants [OH:1][CH:2]1[CH2:7][CH2:6][CH2:5][CH:4]([O:8][CH2:9][C:10]2[CH:19]=[CH:18][CH:17]=[C:16]([CH3:20])[C:11]=2[C:12]([O:14]C)=[O:13])[CH2:3]1.[CH3:21][C:22]1[CH:27]=[CH:26][C:25]([C:28]2[O:29][C:30]([CH3:35])=[C:31]([CH2:33]I)[N:32]=2)=[CH:24][CH:23]=1, predict the reaction product. The product is: [CH3:20][C:16]1[CH:17]=[CH:18][CH:19]=[C:10]([CH2:9][O:8][CH:4]2[CH2:5][CH2:6][CH2:7][CH:2]([O:1][CH2:33][C:31]3[N:32]=[C:28]([C:25]4[CH:26]=[CH:27][C:22]([CH3:21])=[CH:23][CH:24]=4)[O:29][C:30]=3[CH3:35])[CH2:3]2)[C:11]=1[C:12]([OH:14])=[O:13]. (4) Given the reactants [C:1]([C:9]1[CH:14]=[CH:13][CH:12]=[CH:11][C:10]=1[NH:15][S:16]([C:19]1[CH:31]=[CH:30][C:22]([C:23]([NH:25][CH2:26][C:27](O)=[O:28])=[O:24])=[CH:21][CH:20]=1)(=[O:18])=[O:17])(=[O:8])[C:2]1[CH:7]=[CH:6][CH:5]=[CH:4][CH:3]=1.Cl.Cl.[N:34]1([CH2:39][CH2:40][C@H:41]2[CH2:46][CH2:45][C@H:44]([NH2:47])[CH2:43][CH2:42]2)[CH2:38][CH2:37][CH2:36][CH2:35]1, predict the reaction product. The product is: [C:1]([C:9]1[CH:14]=[CH:13][CH:12]=[CH:11][C:10]=1[NH:15][S:16]([C:19]1[CH:20]=[CH:21][C:22]([C:23]([NH:25][CH2:26][C:27](=[O:28])[NH:47][C@H:44]2[CH2:43][CH2:42][C@H:41]([CH2:40][CH2:39][N:34]3[CH2:38][CH2:37][CH2:36][CH2:35]3)[CH2:46][CH2:45]2)=[O:24])=[CH:30][CH:31]=1)(=[O:17])=[O:18])(=[O:8])[C:2]1[CH:3]=[CH:4][CH:5]=[CH:6][CH:7]=1. (5) Given the reactants [N:1]([C:4]1[CH:12]=[CH:11][C:7]([C:8]([OH:10])=O)=[CH:6][CH:5]=1)=[N+:2]=[N-:3].C(Cl)CCl.CCN(C(C)C)C(C)C.[F:26][C:27]1[CH:32]=[C:31]([O:33][CH3:34])[CH:30]=[CH:29][C:28]=1[CH2:35][CH2:36][NH2:37], predict the reaction product. The product is: [N:1]([C:4]1[CH:5]=[CH:6][C:7]([C:8]([NH:37][CH2:36][CH2:35][C:28]2[CH:29]=[CH:30][C:31]([O:33][CH3:34])=[CH:32][C:27]=2[F:26])=[O:10])=[CH:11][CH:12]=1)=[N+:2]=[N-:3]. (6) Given the reactants [CH3:1][N:2]1[CH:6]=[C:5]([CH:7]=O)[C:4]([C:9]2[CH:14]=[CH:13][CH:12]=[CH:11][CH:10]=2)=[N:3]1.[CH2:15]1[CH:19]2[CH2:20][NH:21][CH2:22][CH:18]2[CH2:17][N:16]1[C:23]([O:25]C(C)(C)C)=[O:24].[CH2:30]1[C:35](=[O:36])[N:34](OC(O[N:34]2[C:35](=[O:36])[CH2:30][CH2:31][C:32]2=[O:33])=O)[C:32](=[O:33])[CH2:31]1, predict the reaction product. The product is: [CH3:1][N:2]1[CH:6]=[C:5]([CH2:7][N:21]2[CH2:22][CH:18]3[CH2:17][N:16]([C:23]([O:25][N:34]4[C:35](=[O:36])[CH2:30][CH2:31][C:32]4=[O:33])=[O:24])[CH2:15][CH:19]3[CH2:20]2)[C:4]([C:9]2[CH:14]=[CH:13][CH:12]=[CH:11][CH:10]=2)=[N:3]1.